From a dataset of Peptide-MHC class I binding affinity with 185,985 pairs from IEDB/IMGT. Regression. Given a peptide amino acid sequence and an MHC pseudo amino acid sequence, predict their binding affinity value. This is MHC class I binding data. The peptide sequence is SNVVCGTTF. The MHC is HLA-B15:03 with pseudo-sequence HLA-B15:03. The binding affinity (normalized) is 0.704.